This data is from Forward reaction prediction with 1.9M reactions from USPTO patents (1976-2016). The task is: Predict the product of the given reaction. (1) Given the reactants Cl[C:2]1[CH:3]=[CH:4][C:5]([C:15]([N:17]2[CH2:22][CH2:21][N:20]([C:23]3[C:28]([CH3:29])=[CH:27][C:26]([CH3:30])=[CH:25][N:24]=3)[CH2:19][CH2:18]2)=[O:16])=[C:6]([N:8]2[CH2:12][CH2:11][N:10]([CH3:13])[C:9]2=[O:14])[CH:7]=1.[S:31]1(=[O:37])(=[O:36])[CH2:35][CH2:34][CH2:33][NH:32]1, predict the reaction product. The product is: [CH3:29][C:28]1[C:23]([N:20]2[CH2:21][CH2:22][N:17]([C:15]([C:5]3[CH:4]=[CH:3][C:2]([N:32]4[CH2:33][CH2:34][CH2:35][S:31]4(=[O:37])=[O:36])=[CH:7][C:6]=3[N:8]3[CH2:12][CH2:11][N:10]([CH3:13])[C:9]3=[O:14])=[O:16])[CH2:18][CH2:19]2)=[N:24][CH:25]=[C:26]([CH3:30])[CH:27]=1. (2) Given the reactants N(C(OCC)=O)=NC(OCC)=O.C1(P(C2C=CC=CC=2)C2C=CC=CC=2)C=CC=CC=1.[OH:32][CH:33]1[CH2:38][CH2:37][N:36]([CH3:39])[CH2:35][CH2:34]1.O[C:41]1[CH:42]=[N:43][CH:44]=[CH:45][CH:46]=1, predict the reaction product. The product is: [CH3:39][N:36]1[CH2:37][CH2:38][CH:33]([O:32][C:41]2[CH:42]=[N:43][CH:44]=[CH:45][CH:46]=2)[CH2:34][CH2:35]1. (3) Given the reactants [F:1][C:2]1[CH:7]=[CH:6][C:5]([O:8][C:9](=[O:33])[N:10]([C@@H:12]2[C@@H:16]([C:17]3[CH:22]=[CH:21][C:20]([Cl:23])=[C:19]([Cl:24])[CH:18]=3)[CH2:15][N:14]([C:25]([CH:27]3[CH2:32][CH2:31][NH:30][CH2:29][CH2:28]3)=[O:26])[CH2:13]2)[CH3:11])=[CH:4][CH:3]=1.Br[C:35]1[S:36][CH:37]=[N:38][N:39]=1.C(N(CC)C(C)C)(C)C, predict the reaction product. The product is: [F:1][C:2]1[CH:7]=[CH:6][C:5]([O:8][C:9](=[O:33])[N:10]([C@@H:12]2[C@@H:16]([C:17]3[CH:22]=[CH:21][C:20]([Cl:23])=[C:19]([Cl:24])[CH:18]=3)[CH2:15][N:14]([C:25]([CH:27]3[CH2:32][CH2:31][N:30]([C:35]4[S:36][CH:37]=[N:38][N:39]=4)[CH2:29][CH2:28]3)=[O:26])[CH2:13]2)[CH3:11])=[CH:4][CH:3]=1. (4) Given the reactants [CH3:1][C@@H:2]([CH2:6][CH2:7][CH2:8][C:9]1[CH:14]=[CH:13][CH:12]=[CH:11][CH:10]=1)[C:3]([OH:5])=[O:4].O[N:16]1[C:20](=[O:21])[CH2:19][CH2:18][C:17]1=[O:22].Cl.C(N=C=NCCCN(C)C)C, predict the reaction product. The product is: [CH3:1][C@@H:2]([CH2:6][CH2:7][CH2:8][C:9]1[CH:10]=[CH:11][CH:12]=[CH:13][CH:14]=1)[C:3]([O:5][N:16]1[C:20](=[O:21])[CH2:19][CH2:18][C:17]1=[O:22])=[O:4]. (5) Given the reactants Br[C:2]1[N:3]=[C:4]([NH:11][C:12]2[CH:17]=[CH:16][C:15]([N:18]3[CH2:23][CH2:22][N:21]([CH:24]4[CH2:27][O:26][CH2:25]4)[CH2:20][CH2:19]3)=[CH:14][N:13]=2)[C:5]2[N:6]([CH:8]=[CH:9][N:10]=2)[CH:7]=1.C(O[CH2:32][C:33]1[C:38](B2OC(C)(C)C(C)(C)O2)=[CH:37][C:36]([F:48])=[CH:35][C:34]=1[N:49]1[CH2:61][CH2:60][N:52]2[C:53]3[CH2:54][CH2:55][CH2:56][CH2:57][C:58]=3[CH:59]=[C:51]2[C:50]1=[O:62])(=O)C.[O-]P([O-])([O-])=O.[K+].[K+].[K+].[CH3:71][C:72]([O-:74])=O.[Na+], predict the reaction product. The product is: [F:48][C:36]1[CH:37]=[C:38]([C:2]2[N:3]=[C:4]([NH:11][C:12]3[CH:17]=[CH:16][C:15]([N:18]4[CH2:23][CH2:22][N:21]([CH:24]5[CH2:25][O:26][CH2:27]5)[CH2:20][CH2:19]4)=[CH:14][N:13]=3)[C:5]3[N:6]([CH:8]=[CH:9][N:10]=3)[CH:7]=2)[C:33]([CH2:32][C:72](=[O:74])[CH3:71])=[C:34]([N:49]2[CH2:61][CH2:60][N:52]3[C:53]4[CH2:54][CH2:55][CH2:56][CH2:57][C:58]=4[CH:59]=[C:51]3[C:50]2=[O:62])[CH:35]=1. (6) Given the reactants [C:1]([C:4]1[CH:5]=[CH:6][C:7]([NH:10][C:11](=[O:28])[CH:12]([NH:16][C:17](=[O:27])[CH2:18][C:19]2[CH:24]=[C:23]([F:25])[CH:22]=[C:21]([F:26])[CH:20]=2)[CH2:13][CH2:14][CH3:15])=[N:8][CH:9]=1)(=O)[CH3:2].[CH:29]1([NH2:32])[CH2:31][CH2:30]1.C(O[BH-](OC(=O)C)OC(=O)C)(=O)C.[Na+].C([BH3-])#N.[Na+], predict the reaction product. The product is: [CH:29]1([NH:32][CH:1]([C:4]2[CH:5]=[CH:6][C:7]([NH:10][C:11](=[O:28])[CH:12]([NH:16][C:17](=[O:27])[CH2:18][C:19]3[CH:24]=[C:23]([F:25])[CH:22]=[C:21]([F:26])[CH:20]=3)[CH2:13][CH2:14][CH3:15])=[N:8][CH:9]=2)[CH3:2])[CH2:31][CH2:30]1. (7) Given the reactants [Na].[C:2]([CH:4]([C:9]#[N:10])[C:5]([O:7][CH3:8])=[O:6])#[N:3].[ClH:11], predict the reaction product. The product is: [ClH:11].[ClH:11].[NH2:3][CH2:2][CH:4]([CH2:9][NH2:10])[C:5]([O:7][CH3:8])=[O:6]. (8) Given the reactants Br[CH2:2][C:3]1[CH:8]=[CH:7][C:6]([C:9](=[O:11])[CH3:10])=[CH:5][CH:4]=1.[CH3:12][N:13]1[CH2:18][CH2:17][NH:16][CH2:15][CH2:14]1.C(NC(C)C)(C)C.C([O-])(O)=O.[Na+], predict the reaction product. The product is: [CH3:12][N:13]1[CH2:18][CH2:17][N:16]([CH2:2][C:3]2[CH:8]=[CH:7][C:6]([C:9](=[O:11])[CH3:10])=[CH:5][CH:4]=2)[CH2:15][CH2:14]1. (9) Given the reactants [Cl:1][C:2]1[C:3]([F:28])=[C:4]([CH:8]2[C:12]([C:15]3[CH:20]=[CH:19][C:18]([Cl:21])=[CH:17][C:16]=3[F:22])([C:13]#[N:14])[CH:11]([CH2:23][C:24]([CH3:27])([CH3:26])[CH3:25])[CH2:10][NH:9]2)[CH:5]=[CH:6][CH:7]=1.[C:29](Cl)(Cl)=[O:30].C(N(CC)CC)C.[NH2:40][C:41]1[CH:45]=[CH:44][N:43]([CH2:46][C:47]([CH3:50])([OH:49])[CH3:48])[N:42]=1, predict the reaction product. The product is: [OH:49][C:47]([CH3:50])([CH3:48])[CH2:46][N:43]1[CH:44]=[CH:45][C:41]([NH:40][C:29]([N:9]2[CH2:10][CH:11]([CH2:23][C:24]([CH3:25])([CH3:27])[CH3:26])[C:12]([C:15]3[CH:20]=[CH:19][C:18]([Cl:21])=[CH:17][C:16]=3[F:22])([C:13]#[N:14])[CH:8]2[C:4]2[CH:5]=[CH:6][CH:7]=[C:2]([Cl:1])[C:3]=2[F:28])=[O:30])=[N:42]1. (10) Given the reactants [F-].C([N+](CCCC)(CCCC)CCCC)CCC.[Si]([O:26][C@H:27]([C@H:29]([N:33]1[CH:41]=[N:40][C:39]2[C:34]1=[N:35][CH:36]=[N:37][C:38]=2[NH2:42])[CH2:30][CH2:31][CH3:32])[CH3:28])(C(C)(C)C)(C)C.C(OCC)(=O)C.CC(C)=O, predict the reaction product. The product is: [NH2:42][C:38]1[N:37]=[CH:36][N:35]=[C:34]2[C:39]=1[N:40]=[CH:41][N:33]2[C@H:29]([CH2:30][CH2:31][CH3:32])[C@@H:27]([OH:26])[CH3:28].